Task: Predict the reaction yield, written as a fraction of the theoretical maximum amount of product (1.0 means a 100% yield; for example, 0.34 means a 34% yield).. Dataset: Reaction yield outcomes from USPTO patents with 853,638 reactions The reactants are FC(F)(F)C1C=C(NC(=O)NC2C=CC(C3SC(CCC(OC)=O)=NC=3)=CC=2)C=CC=1.[NH2:32][C:33]1[CH:38]=[CH:37][C:36]([C:39]2[S:43][C:42]([CH:44]3[CH2:49][CH2:48][CH:47]([C:50]([O:52][CH3:53])=[O:51])[CH2:46][CH2:45]3)=[N:41][CH:40]=2)=[CH:35][CH:34]=1.[N:54]([C:57]1[CH:62]=[CH:61][C:60]([O:63][C:64]2[CH:69]=[CH:68][CH:67]=[CH:66][CH:65]=2)=[CH:59][CH:58]=1)=[C:55]=[O:56]. No catalyst specified. The product is [O:63]([C:60]1[CH:59]=[CH:58][C:57]([NH:54][C:55](=[O:56])[NH:32][C:33]2[CH:34]=[CH:35][C:36]([C:39]3[S:43][C:42]([CH:44]4[CH2:45][CH2:46][CH:47]([C:50]([O:52][CH3:53])=[O:51])[CH2:48][CH2:49]4)=[N:41][CH:40]=3)=[CH:37][CH:38]=2)=[CH:62][CH:61]=1)[C:64]1[CH:65]=[CH:66][CH:67]=[CH:68][CH:69]=1. The yield is 0.470.